This data is from Experimental lipophilicity measurements (octanol/water distribution) for 4,200 compounds from AstraZeneca. The task is: Regression/Classification. Given a drug SMILES string, predict its absorption, distribution, metabolism, or excretion properties. Task type varies by dataset: regression for continuous measurements (e.g., permeability, clearance, half-life) or binary classification for categorical outcomes (e.g., BBB penetration, CYP inhibition). For this dataset (lipophilicity_astrazeneca), we predict Y. (1) The molecule is O=c1[nH][nH]c(=O)c2c(O)c3c(Cl)cc(Cl)cc3nc12. The Y is 0.890 logD. (2) The molecule is COc1ccc(CN(CCN(C)C)c2ccccn2)cc1. The Y is 1.39 logD.